Task: Predict the product of the given reaction.. Dataset: Forward reaction prediction with 1.9M reactions from USPTO patents (1976-2016) (1) Given the reactants [OH:1][C:2]1[C:11]2[C:6](=[CH:7][CH:8]=[CH:9][CH:10]=2)[C@@:5]([CH3:17])([CH2:12][CH2:13][CH:14]([CH3:16])[CH3:15])[C:4](=[O:18])[C:3]=1[C:19]1[NH:24][C:23]2[CH:25]=[CH:26][C:27]([NH:29][S:30]([C:33]3[CH:34]=[C:35]4[C:40](=[CH:41][CH:42]=3)[CH:39]=[C:38]([NH:43][C:44](=[O:46])[CH3:45])[CH:37]=[CH:36]4)(=[O:32])=[O:31])=[CH:28][C:22]=2[S:21](=[O:48])(=[O:47])[N:20]=1.[OH-].[Na+:50], predict the reaction product. The product is: [C:44]([NH:43][C:38]1[CH:39]=[C:40]2[C:35](=[CH:36][CH:37]=1)[CH:34]=[C:33]([S:30]([NH:29][C:27]1[CH:26]=[CH:25][C:23]3[NH:24][C:19]([C:3]4[C:4](=[O:18])[C@:5]([CH3:17])([CH2:12][CH2:13][CH:14]([CH3:15])[CH3:16])[C:6]5[C:11](=[CH:10][CH:9]=[CH:8][CH:7]=5)[C:2]=4[O-:1])=[N:20][S:21](=[O:48])(=[O:47])[C:22]=3[CH:28]=1)(=[O:32])=[O:31])[CH:42]=[CH:41]2)(=[O:46])[CH3:45].[Na+:50]. (2) Given the reactants [CH:1]1([C:7]2[C:8]3[CH:9]=[CH:10][C:11]([C:25]([O:27]C)=[O:26])=[CH:12][C:13]=3[N:14]3[C:20]=2[C:19]2[CH:21]=[CH:22][CH:23]=[CH:24][C:18]=2[NH:17][CH2:16][CH2:15]3)[CH2:6][CH2:5][CH2:4][CH2:3][CH2:2]1, predict the reaction product. The product is: [CH:1]1([C:7]2[C:8]3[CH:9]=[CH:10][C:11]([C:25]([OH:27])=[O:26])=[CH:12][C:13]=3[N:14]3[C:20]=2[C:19]2[CH:21]=[CH:22][CH:23]=[CH:24][C:18]=2[NH:17][CH2:16][CH2:15]3)[CH2:2][CH2:3][CH2:4][CH2:5][CH2:6]1. (3) Given the reactants [OH:1][C:2]1[C:11]([CH3:12])=[CH:10][CH:9]=[CH:8][C:3]=1[C:4]([O:6][CH3:7])=[O:5].[H-].[Na+].[CH2:15]([O:19][C:20]1[CH:25]=[CH:24][C:23]([S:26](Cl)(=[O:28])=[O:27])=[CH:22][CH:21]=1)[C:16]#[C:17][CH3:18], predict the reaction product. The product is: [CH2:15]([O:19][C:20]1[CH:25]=[CH:24][C:23]([S:26]([O:1][C:2]2[C:11]([CH3:12])=[CH:10][CH:9]=[CH:8][C:3]=2[C:4]([O:6][CH3:7])=[O:5])(=[O:28])=[O:27])=[CH:22][CH:21]=1)[C:16]#[C:17][CH3:18]. (4) Given the reactants [CH3:1][N:2]([CH3:12])[C:3]1[CH:4]=[N:5][C:6]([N+:9]([O-])=O)=[CH:7][N:8]=1.[H][H], predict the reaction product. The product is: [CH3:1][N:2]([CH3:12])[C:3]1[N:8]=[CH:7][C:6]([NH2:9])=[N:5][CH:4]=1. (5) Given the reactants [F:1][CH:2]1[CH2:6][CH2:5][CH2:4][CH:3]1[C:7]([OH:9])=O.CN(C(ON1N=NC2C=CC=NC1=2)=[N+](C)C)C.F[P-](F)(F)(F)(F)F.CCN(CC)CC.[NH2:41][C:42]1[C:43]([CH3:64])=[C:44]([CH:60]=[C:61]([F:63])[CH:62]=1)[CH2:45][N:46]1[CH2:51][CH2:50][N:49]([C:52]([CH:54]2[CH2:58][CH2:57][CH2:56][CH2:55]2)=[O:53])[C@@H:48]([CH3:59])[CH2:47]1.C(Cl)[Cl:66], predict the reaction product. The product is: [ClH:66].[CH:54]1([C:52]([N:49]2[CH2:50][CH2:51][N:46]([CH2:45][C:44]3[C:43]([CH3:64])=[C:42]([NH:41][C:7]([CH:3]4[CH2:4][CH2:5][CH2:6][CH:2]4[F:1])=[O:9])[CH:62]=[C:61]([F:63])[CH:60]=3)[CH2:47][C@@H:48]2[CH3:59])=[O:53])[CH2:58][CH2:57][CH2:56][CH2:55]1. (6) Given the reactants [Br-].[O:2]=[C:3]1[N:8]2[CH:9]=[N+:10]([CH2:12][CH2:13][CH3:14])[CH:11]=[C:7]2[CH2:6][CH2:5][NH:4]1.[F:15][C:16]1[CH:17]=[C:18]([C:26]2[S:30][C:29]([NH2:31])=[N:28][C:27]=2[CH3:32])[CH:19]=[CH:20][C:21]=1[S:22]([CH3:25])(=[O:24])=[O:23].CCN(CC)CC, predict the reaction product. The product is: [F:15][C:16]1[CH:17]=[C:18]([C:26]2[S:30][C:29]([NH:31][C:3]([NH:4][CH2:5][CH2:6][C:7]3[N:8]=[CH:9][N:10]([CH2:12][CH2:13][CH3:14])[CH:11]=3)=[O:2])=[N:28][C:27]=2[CH3:32])[CH:19]=[CH:20][C:21]=1[S:22]([CH3:25])(=[O:23])=[O:24]. (7) Given the reactants [CH3:1][O:2][C:3]1[C:4]([N+:14]([O-])=O)=[CH:5][C:6]([CH3:13])=[C:7]([CH:12]=1)[C:8]([O:10][CH3:11])=[O:9].C([O-])=O.[NH4+], predict the reaction product. The product is: [NH2:14][C:4]1[C:3]([O:2][CH3:1])=[CH:12][C:7]([C:8]([O:10][CH3:11])=[O:9])=[C:6]([CH3:13])[CH:5]=1.